This data is from Reaction yield outcomes from USPTO patents with 853,638 reactions. The task is: Predict the reaction yield, written as a fraction of the theoretical maximum amount of product (1.0 means a 100% yield; for example, 0.34 means a 34% yield). (1) The reactants are [N:1]1([CH:6]2[CH:10]([OH:11])[CH2:9][NH:8][CH2:7]2)[CH2:5][CH2:4][CH2:3][CH2:2]1.[Br:12][C:13]1[CH:14]=[CH:15][C:16](F)=[N:17][CH:18]=1.C(N(C(C)C)CC)(C)C. The catalyst is C(#N)C.C(=O)(O)[O-].[Na+]. The product is [Br:12][C:13]1[CH:14]=[CH:15][C:16]([N:8]2[CH2:9][C@@H:10]([OH:11])[C@H:6]([N:1]3[CH2:2][CH2:3][CH2:4][CH2:5]3)[CH2:7]2)=[N:17][CH:18]=1. The yield is 0.670. (2) The reactants are F[C:2]1[CH:7]=[C:6]([F:8])[CH:5]=[C:4]([F:9])[C:3]=1[N+:10]([O-:12])=[O:11].[F:13][C:14]1[CH:20]=[C:19]([I:21])[CH:18]=[CH:17][C:15]=1[NH2:16].C[Si](C)(C)[N-][Si](C)(C)C.[Li+]. The catalyst is C1COCC1. The product is [F:9][C:4]1[C:3]([N+:10]([O-:12])=[O:11])=[C:2]([CH:7]=[C:6]([F:8])[CH:5]=1)[NH:16][C:15]1[CH:17]=[CH:18][C:19]([I:21])=[CH:20][C:14]=1[F:13]. The yield is 0.820.